From a dataset of Catalyst prediction with 721,799 reactions and 888 catalyst types from USPTO. Predict which catalyst facilitates the given reaction. (1) The catalyst class is: 12. Reactant: Br[C:2]1[CH:7]=[CH:6][C:5]([CH2:8][C:9]([O:11][CH2:12][CH3:13])=[O:10])=[C:4]([Cl:14])[CH:3]=1.[CH3:15][C:16]1([CH3:32])[C:20]([CH3:22])([CH3:21])[O:19][B:18]([B:18]2[O:19][C:20]([CH3:22])([CH3:21])[C:16]([CH3:32])([CH3:15])[O:17]2)[O:17]1.C([O-])(=O)C.[K+]. Product: [Cl:14][C:4]1[CH:3]=[C:2]([B:18]2[O:19][C:20]([CH3:22])([CH3:21])[C:16]([CH3:32])([CH3:15])[O:17]2)[CH:7]=[CH:6][C:5]=1[CH2:8][C:9]([O:11][CH2:12][CH3:13])=[O:10]. (2) Reactant: [Cl:1][C:2]1[C:7]([C:8]([OH:10])=O)=[CH:6][CH:5]=[C:4]([Cl:11])[N:3]=1.S(Cl)(Cl)=O.[CH3:16][O:17][C:18]1[C:23]([S:24]([NH2:27])(=[O:26])=[O:25])=[CH:22][CH:21]=[CH:20][N:19]=1.C(N(CC)CC)C. Product: [Cl:1][C:2]1[C:7]([C:8]([NH:27][S:24]([C:23]2[C:18]([O:17][CH3:16])=[N:19][CH:20]=[CH:21][CH:22]=2)(=[O:26])=[O:25])=[O:10])=[CH:6][CH:5]=[C:4]([Cl:11])[N:3]=1. The catalyst class is: 139. (3) Reactant: [Br:1][C:2]1[CH:7]=[C:6]([CH3:8])[C:5]([OH:9])=[C:4]([CH3:10])[CH:3]=1.N1C=CN=C1.[C:16]([Si:20]([CH3:23])([CH3:22])Cl)([CH3:19])([CH3:18])[CH3:17]. Product: [Br:1][C:2]1[CH:7]=[C:6]([CH3:8])[C:5]([O:9][Si:20]([C:16]([CH3:19])([CH3:18])[CH3:17])([CH3:23])[CH3:22])=[C:4]([CH3:10])[CH:3]=1. The catalyst class is: 2.